This data is from Experimentally validated miRNA-target interactions with 360,000+ pairs, plus equal number of negative samples. The task is: Binary Classification. Given a miRNA mature sequence and a target amino acid sequence, predict their likelihood of interaction. (1) The miRNA is hsa-miR-548q with sequence GCUGGUGCAAAAGUAAUGGCGG. The protein sequence of the target gene is MKKANRSAGSVPKVSGISKPQTVEKSKPENSSSAPTGVKPVRPGAAAALSKTKSNDDLLAGMAGGVNVTNGIKAKKSTCSSAAPSAPAPAMTISENKSKISTGTSSSAKRSTSAGNKESSSTRERLRERTRLNQSKKLPSVSQGANDVALAKRSRSRTAAEGDIRMSKSKSDNQISDKAALEAKVKDLLTLAKTKDVEILHLRNELRDMRAQLGISEDHCEGEDRSEVKETIIAHQPTDVESTLLQLQEQNTAIREELNQLKNENRMLKDRLNALGFSLEQRLDNSEKLFGYQSLSPEIT.... Result: 0 (no interaction). (2) The protein sequence of the target gene is MSKSKDDAPHELESQFILRLPPEYASTVRRAVQSGHVNLKDRLTIELHPDGRHGIVRVDRVPLASKLVDLPCVMESLKTIDKKTFYKTADICQMLVSTVDGDLYPPVEEPVASTDPKASKKKDKDKEKKFIWNHGITLPLKNVRKRRFRKTAKKKYIESPDVEKEVKRLLSTDAEAVSTRWEIIAEDETKEAENQGLDISSPGMSGHRQGHDSLEHDELREIFNDLSSSSEDEDETQHQDEEDINIIDTEEDLERQLQDKLNESDEQHQENEGTNQLVMGIQKQIDNMKGKLQETQDRAK.... The miRNA is hsa-miR-545-5p with sequence UCAGUAAAUGUUUAUUAGAUGA. Result: 1 (interaction). (3) The miRNA is hsa-miR-4776-5p with sequence GUGGACCAGGAUGGCAAGGGCU. The protein sequence of the target gene is MAAAAVSGALGRAGWRLLQLRCLPVARCRQALVPRAFHASAVGLRSSDEQKQQPPNSFSQQHSETQGAEKPDPESSHSPPRYTDQGGEEEEDYESEEQLQHRILTAALEFVPAHGWTAEAIAEGAQSLGLSSAAASMFGKDGSELILHFVTQCNTRLTRVLEEEQKLVQLGQAEKRKTDQFLRDAVETRLRMLIPYIEHWPRALSILMLPHNIPSSLSLLTSMVDDMWHYAGDQSTDFNWYTRRAMLAAIYNTTELVMMQDSSPDFEDTWRFLENRVNDAMNMGHTAKQVKSTGEALVQG.... Result: 0 (no interaction). (4) The miRNA is hsa-miR-190a-3p with sequence CUAUAUAUCAAACAUAUUCCU. The protein sequence of the target gene is MSVLLRSGLGPLCAVARAAIPFIWRGKYFSSGNEPAENPVTPMLRHLMYKIKSTGPITVAEYMKEVLTNPAKGYYVYRDMLGEKGDFITSPEISQIFGELLGIWFISEWMATGKSTAFQLVELGPGRGTLVGDILRVFTQLGSVLKNCDISVHLVEVSQKLSEIQALTLTKEKVPLERNAGSPVYMKGVTKSGIPISWYRDLHDVPKGYSFYLAHEFFDVLPVHKFQKTPQGWREVFVDIDPQVSDKLRFVLAPSATPAEAFIQHDETRDHVEVCPDAGVIIEELSQRIALTGGAALVAD.... Result: 1 (interaction).